This data is from Peptide-MHC class I binding affinity with 185,985 pairs from IEDB/IMGT. The task is: Regression. Given a peptide amino acid sequence and an MHC pseudo amino acid sequence, predict their binding affinity value. This is MHC class I binding data. (1) The peptide sequence is VIPMFSAL. The MHC is HLA-A02:03 with pseudo-sequence HLA-A02:03. The binding affinity (normalized) is 0.247. (2) The peptide sequence is ATTNAHCALL. The MHC is HLA-A32:01 with pseudo-sequence HLA-A32:01. The binding affinity (normalized) is 0. (3) The peptide sequence is GTGAGVPSK. The MHC is HLA-A31:01 with pseudo-sequence HLA-A31:01. The binding affinity (normalized) is 0.402. (4) The peptide sequence is RRWIQLGLQKC. The MHC is Mamu-B03 with pseudo-sequence Mamu-B03. The binding affinity (normalized) is 0.620. (5) The peptide sequence is EEMPLVWDL. The MHC is HLA-A02:01 with pseudo-sequence HLA-A02:01. The binding affinity (normalized) is 0.0847. (6) The peptide sequence is LAWKFDPTL. The MHC is Mamu-B03 with pseudo-sequence Mamu-B03. The binding affinity (normalized) is 0.201. (7) The peptide sequence is QAGFLGLGPW. The binding affinity (normalized) is 0.781. The MHC is Mamu-B52 with pseudo-sequence Mamu-B52. (8) The peptide sequence is WQDGGWQSV. The MHC is HLA-B15:01 with pseudo-sequence HLA-B15:01. The binding affinity (normalized) is 0.0847.